The task is: Predict the reaction yield, written as a fraction of the theoretical maximum amount of product (1.0 means a 100% yield; for example, 0.34 means a 34% yield).. This data is from Reaction yield outcomes from USPTO patents with 853,638 reactions. (1) The reactants are Br[C:2]1[C:3]([F:19])=[CH:4][C:5]2[O:11][CH2:10][CH2:9][N:8]3[CH:12]=[C:13]([C:15]([NH2:17])=[O:16])[N:14]=[C:7]3[C:6]=2[CH:18]=1.[NH:20]1[CH:24]=[N:23][C:22]([C:25]([OH:29])([C:27]#[CH:28])[CH3:26])=[N:21]1. No catalyst specified. The product is [F:19][C:3]1[C:2]([C:28]#[C:27][C:25]([OH:29])([C:22]2[N:23]=[CH:24][NH:20][N:21]=2)[CH3:26])=[CH:18][C:6]2[C:7]3[N:8]([CH:12]=[C:13]([C:15]([NH2:17])=[O:16])[N:14]=3)[CH2:9][CH2:10][O:11][C:5]=2[CH:4]=1. The yield is 0.200. (2) The catalyst is C(O)(=O)C. The yield is 0.120. The reactants are [NH2:1][C:2]1[CH:17]=[CH:16][C:15]([F:18])=[CH:14][C:3]=1[C:4]([NH:6][C:7]1[CH:12]=[CH:11][CH:10]=[CH:9][C:8]=1[Cl:13])=[O:5].[Cl:19][CH2:20][C:21](Cl)=O. The product is [Cl:19][CH2:20][C:21]1[N:6]([C:7]2[CH:12]=[CH:11][CH:10]=[CH:9][C:8]=2[Cl:13])[C:4](=[O:5])[C:3]2[C:2](=[CH:17][CH:16]=[C:15]([F:18])[CH:14]=2)[N:1]=1. (3) The reactants are [NH2:1][C:2]1[C:10]2[N:9]=[C:8]([NH:11][C:12]([C:14]3[N:15]=[CH:16][C:17]4[C:22]([CH:23]=3)=[CH:21][CH:20]=[CH:19][CH:18]=4)=[O:13])[NH:7][C:6]=2[CH:5]=[CH:4][CH:3]=1.[C:24]1([S:30](Cl)(=[O:32])=[O:31])[CH:29]=[CH:28][CH:27]=[CH:26][CH:25]=1. The catalyst is N1C=CC=CC=1.C(Cl)Cl.[Cl-].[Na+].O. The product is [C:24]1([S:30]([NH:1][C:2]2[C:10]3[NH:9][C:8]([NH:11][C:12]([C:14]4[N:15]=[CH:16][C:17]5[C:22]([CH:23]=4)=[CH:21][CH:20]=[CH:19][CH:18]=5)=[O:13])=[N:7][C:6]=3[CH:5]=[CH:4][CH:3]=2)(=[O:32])=[O:31])[CH:29]=[CH:28][CH:27]=[CH:26][CH:25]=1. The yield is 0.520. (4) The reactants are [Cl:1][C:2]1[C:3]([F:28])=[C:4]([CH:8]2[C:12]([C:15]3[CH:20]=[CH:19][C:18]([Cl:21])=[CH:17][C:16]=3[F:22])([C:13]#[N:14])[CH:11]([CH2:23][C:24]([CH3:27])([CH3:26])[CH3:25])[CH2:10][NH:9]2)[CH:5]=[CH:6][CH:7]=1.[C:29](Cl)(Cl)=[O:30].C(N(CC)CC)C.[NH2:40][C:41]1[CH:45]=[CH:44][N:43]([CH2:46][C:47]([CH3:50])([OH:49])[CH3:48])[N:42]=1. The catalyst is C(Cl)Cl. The product is [OH:49][C:47]([CH3:50])([CH3:48])[CH2:46][N:43]1[CH:44]=[CH:45][C:41]([NH:40][C:29]([N:9]2[CH2:10][CH:11]([CH2:23][C:24]([CH3:25])([CH3:27])[CH3:26])[C:12]([C:15]3[CH:20]=[CH:19][C:18]([Cl:21])=[CH:17][C:16]=3[F:22])([C:13]#[N:14])[CH:8]2[C:4]2[CH:5]=[CH:6][CH:7]=[C:2]([Cl:1])[C:3]=2[F:28])=[O:30])=[N:42]1. The yield is 0.130. (5) The reactants are Cl[C:2]1[CH:3]=[CH:4][C:5]2[N+:10]([O-])=[N:9][C:8](=[O:12])[N:7]([CH2:13][CH:14]=[CH2:15])[C:6]=2[CH:16]=1.[CH3:17][O-:18].[Na+].O. The catalyst is CO. The product is [CH3:17][O:18][C:2]1[CH:3]=[CH:4][C:5]2[N:10]=[N:9][C:8](=[O:12])[N:7]([CH2:13][CH:14]=[CH2:15])[C:6]=2[CH:16]=1. The yield is 0.530. (6) The reactants are [F:1][C:2]1[C:7](B(O)O)=[CH:6][CH:5]=[CH:4][N:3]=1.Br[C:12]1[N:17]=[CH:16][CH:15]=[CH:14][N:13]=1.C([O-])([O-])=O.[Na+].[Na+].ClCCl. The catalyst is O1CCOCC1.O.C1(P(C2C=CC=CC=2)[C-]2C=CC=C2)C=CC=CC=1.[C-]1(P(C2C=CC=CC=2)C2C=CC=CC=2)C=CC=C1.[Fe+2]. The product is [F:1][C:2]1[C:7]([C:12]2[N:17]=[CH:16][CH:15]=[CH:14][N:13]=2)=[CH:6][CH:5]=[CH:4][N:3]=1. The yield is 0.420. (7) The reactants are [Br:1][C:2]1[C:7]([CH2:8]Br)=[CH:6][CH:5]=[CH:4][N:3]=1.[C-:10]#[N:11].[Na+].O.C(O)C. The catalyst is ClCCl. The product is [Br:1][C:2]1[C:7]([CH2:8][C:10]#[N:11])=[CH:6][CH:5]=[CH:4][N:3]=1. The yield is 0.830. (8) The reactants are [Cl:1][C:2]1[C:3]([F:34])=[C:4]([CH:31]=[CH:32][CH:33]=1)[NH:5][C:6]1[C:15]2[C:10](=[CH:11][C:12]([O:29][CH3:30])=[C:13]([O:16][C@@H:17]3[CH2:21][CH2:20][N:19](C(OC(C)(C)C)=O)[CH2:18]3)[CH:14]=2)[N:9]=[CH:8][N:7]=1.Cl. The catalyst is C(#N)C. The product is [ClH:1].[Cl:1][C:2]1[C:3]([F:34])=[C:4]([CH:31]=[CH:32][CH:33]=1)[NH:5][C:6]1[C:15]2[C:10](=[CH:11][C:12]([O:29][CH3:30])=[C:13]([O:16][C@@H:17]3[CH2:21][CH2:20][NH:19][CH2:18]3)[CH:14]=2)[N:9]=[CH:8][N:7]=1. The yield is 0.950.